This data is from Forward reaction prediction with 1.9M reactions from USPTO patents (1976-2016). The task is: Predict the product of the given reaction. Given the reactants [CH2:1]([O:3][C:4]([N:6]1[CH2:11][CH2:10][N:9]([C:12]([CH:14]([NH:21][C:22]([C:24]2[CH:33]=[C:32]([Cl:34])[C:31]3[C:26](=[CH:27][CH:28]=[CH:29][CH:30]=3)[N:25]=2)=[O:23])[CH2:15][CH2:16][C:17]([O:19]C)=[O:18])=[O:13])[CH2:8][CH2:7]1)=[O:5])[CH3:2].[Li+].[OH-], predict the reaction product. The product is: [CH2:1]([O:3][C:4]([N:6]1[CH2:7][CH2:8][N:9]([C:12]([CH:14]([NH:21][C:22]([C:24]2[CH:33]=[C:32]([Cl:34])[C:31]3[C:26](=[CH:27][CH:28]=[CH:29][CH:30]=3)[N:25]=2)=[O:23])[CH2:15][CH2:16][C:17]([OH:19])=[O:18])=[O:13])[CH2:10][CH2:11]1)=[O:5])[CH3:2].